This data is from Catalyst prediction with 721,799 reactions and 888 catalyst types from USPTO. The task is: Predict which catalyst facilitates the given reaction. (1) Reactant: [F:1][C:2]1[CH:23]=[CH:22][CH:21]=[C:20]([F:24])[C:3]=1[CH2:4][O:5][C:6]1[C:7]2[N:8]([C:13]([C:17]([OH:19])=O)=[C:14]([CH3:16])[N:15]=2)[CH:9]=[C:10]([CH3:12])[N:11]=1.[NH2:25][O:26][CH2:27][CH2:28][OH:29].CN(C(ON1N=NC2C=CC=NC1=2)=[N+](C)C)C.F[P-](F)(F)(F)(F)F.CN1CCOCC1. Product: [F:24][C:20]1[CH:21]=[CH:22][CH:23]=[C:2]([F:1])[C:3]=1[CH2:4][O:5][C:6]1[C:7]2[N:8]([C:13]([C:17]([NH:25][O:26][CH2:27][CH2:28][OH:29])=[O:19])=[C:14]([CH3:16])[N:15]=2)[CH:9]=[C:10]([CH3:12])[N:11]=1. The catalyst class is: 3. (2) Reactant: [Cl:1][C:2]1[CH:8]=[C:7]([I:9])[CH:6]=[CH:5][C:3]=1[NH2:4].[NH2:10][C:11]1[C:16]([C:17]([O:19]C)=O)=[CH:15][N:14]=[CH:13][CH:12]=1.C1N=CN([C:26](N2C=NC=C2)=[O:27])C=1. Product: [Cl:1][C:2]1[CH:8]=[C:7]([I:9])[CH:6]=[CH:5][C:3]=1[N:4]1[C:17](=[O:19])[C:16]2[CH:15]=[N:14][CH:13]=[CH:12][C:11]=2[NH:10][C:26]1=[O:27]. The catalyst class is: 11. (3) Reactant: [Cl:1][C:2]1[CH:10]=[CH:9][CH:8]=[C:7]2[C:3]=1[C:4]([C:11](=[O:16])[C:12]([F:15])([F:14])[F:13])=[CH:5][NH:6]2.[OH-].[K+].Br[CH2:20][CH2:21][O:22][CH3:23].O. Product: [Cl:1][C:2]1[CH:10]=[CH:9][CH:8]=[C:7]2[C:3]=1[C:4]([C:11](=[O:16])[C:12]([F:14])([F:15])[F:13])=[CH:5][N:6]2[CH2:20][CH2:21][O:22][CH3:23]. The catalyst class is: 23. (4) Reactant: [NH2:1][C:2]1[CH:3]=[C:4]([CH:16]=[CH:17][C:18]=1[O:19][CH3:20])[C:5]([NH:7][C:8]1[CH:13]=[CH:12][C:11]([F:14])=[C:10]([F:15])[CH:9]=1)=[O:6].[Cl:21][C:22]1[CH:23]=[C:24]([S:29](Cl)(=[O:31])=[O:30])[CH:25]=[C:26]([Cl:28])[CH:27]=1. Product: [Cl:28][C:26]1[CH:25]=[C:24]([S:29]([NH:1][C:2]2[CH:3]=[C:4]([CH:16]=[CH:17][C:18]=2[O:19][CH3:20])[C:5]([NH:7][C:8]2[CH:13]=[CH:12][C:11]([F:14])=[C:10]([F:15])[CH:9]=2)=[O:6])(=[O:30])=[O:31])[CH:23]=[C:22]([Cl:21])[CH:27]=1. The catalyst class is: 17. (5) Reactant: [NH2:1][CH2:2][CH2:3][CH2:4][CH2:5][CH2:6][CH2:7][N:8]1[CH2:13][CH2:12][CH:11]([C:14]2[CH:15]=[C:16]([NH:20][C:21](=[O:25])[CH:22]([CH3:24])[CH3:23])[CH:17]=[CH:18][CH:19]=2)[CH2:10][CH2:9]1.[Cl:26][C:27]1[CH:28]=[C:29]([CH:39]=[C:40]([Cl:42])[CH:41]=1)[O:30][C:31]1[O:35][C:34]([C:36](Cl)=[O:37])=[CH:33][CH:32]=1. Product: [Cl:26][C:27]1[CH:28]=[C:29]([CH:39]=[C:40]([Cl:42])[CH:41]=1)[O:30][C:31]1[O:35][C:34]([C:36]([NH:1][CH2:2][CH2:3][CH2:4][CH2:5][CH2:6][CH2:7][N:8]2[CH2:13][CH2:12][CH:11]([C:14]3[CH:19]=[CH:18][CH:17]=[C:16]([NH:20][C:21](=[O:25])[CH:22]([CH3:23])[CH3:24])[CH:15]=3)[CH2:10][CH2:9]2)=[O:37])=[CH:33][CH:32]=1. The catalyst class is: 1.